From a dataset of Catalyst prediction with 721,799 reactions and 888 catalyst types from USPTO. Predict which catalyst facilitates the given reaction. Reactant: [C:1]([O:5][C:6](=[O:22])[CH2:7][N:8]1[C:16]2[CH2:15][CH2:14][CH2:13][CH2:12][C:11]=2[C:10]([C:17]([O:19][CH2:20][CH3:21])=[O:18])=[N:9]1)(C)(C)C.CC(OI1(OC(C)=O)(OC(C)=O)OC(=O)C2C=CC=CC1=2)=[O:25]. Product: [CH3:1][O:5][C:6](=[O:22])[CH2:7][N:8]1[C:16]2[C:15](=[O:25])[C@@H:14]3[CH2:13][C@@H:12]3[C:11]=2[C:10]([C:17]([O:19][CH2:20][CH3:21])=[O:18])=[N:9]1. The catalyst class is: 2.